Dataset: Forward reaction prediction with 1.9M reactions from USPTO patents (1976-2016). Task: Predict the product of the given reaction. (1) Given the reactants C(O[C:4]([CH:6]1[C:14](=[O:15])[C:13]2[CH:12]=[N:11][CH:10]=[CH:9][C:8]=2[C:7]1=[O:16])=[O:5])C.[NH2:17][C:18]1[CH:23]=[CH:22][CH:21]=[CH:20][CH:19]=1, predict the reaction product. The product is: [C:18]1([NH:17][C:4]([CH:6]2[C:14](=[O:15])[C:13]3[CH:12]=[N:11][CH:10]=[CH:9][C:8]=3[C:7]2=[O:16])=[O:5])[CH:23]=[CH:22][CH:21]=[CH:20][CH:19]=1. (2) Given the reactants [Li+].[CH3:2][Si]([N-][Si](C)(C)C)(C)C.[C:11]1([C:33]2[CH:38]=[CH:37][CH:36]=[CH:35][CH:34]=2)[CH:16]=[CH:15][C:14]([CH2:17][C@H:18]2[N:22]([CH2:23][C:24]3[CH:29]=[CH:28][C:27](OC)=[CH:26][CH:25]=3)[C:21](=[O:32])[CH2:20][CH2:19]2)=[CH:13][CH:12]=1.[CH3:39][C:40]([CH3:45])(C)[C:41](Cl)=[O:42].O1C[CH2:49][CH2:48][CH2:47]1, predict the reaction product. The product is: [C:41]([C@@H:20]1[CH2:19][CH:18]([CH2:17][C:14]2[CH:15]=[CH:16][C:11]([C:33]3[CH:34]=[CH:35][CH:36]=[CH:37][CH:38]=3)=[CH:12][CH:13]=2)[N:22](/[CH:23]=[CH:24]/[C:25]2[CH:26]=[CH:27][CH:28]=[CH:29][CH:2]=2)[C:21]1=[O:32])(=[O:42])[C:40]1[CH:45]=[CH:49][CH:48]=[CH:47][CH:39]=1. (3) Given the reactants [CH:1]([N:4]1[CH2:9][CH2:8][N:7]([C:10]([C:12]2[CH:13]=[C:14]3[C:18](=[CH:19][CH:20]=2)[NH:17][C:16]([C:21]([N:23]2[CH2:28][CH2:27][N:26](S(C)(=O)=O)[CH2:25][CH2:24]2)=[O:22])=[CH:15]3)=[O:11])[CH2:6][CH2:5]1)([CH3:3])[CH3:2].[CH3:33][CH:34]([CH3:43])[C:35](N1CCNCC1)=[O:36], predict the reaction product. The product is: [CH:1]([N:4]1[CH2:9][CH2:8][N:7]([C:10]([C:12]2[CH:13]=[C:14]3[C:18](=[CH:19][CH:20]=2)[NH:17][C:16]([C:21]([N:23]2[CH2:28][CH2:27][N:26]([C:35](=[O:36])[CH:34]([CH3:43])[CH3:33])[CH2:25][CH2:24]2)=[O:22])=[CH:15]3)=[O:11])[CH2:6][CH2:5]1)([CH3:3])[CH3:2]. (4) Given the reactants [C:1]([OH:11])(=[O:10])[C:2]1[C:3](=[CH:6][CH:7]=[CH:8][CH:9]=1)[CH:4]=O.C(=O)([O-])[O-].[K+].[K+].Br[CH:19](C(OC(C)(C)C)=O)[C:20]([O:22]C(C)(C)C)=[O:21].O, predict the reaction product. The product is: [O:10]=[C:1]1[C:2]2[C:3](=[CH:6][CH:7]=[CH:8][CH:9]=2)[CH:4]=[C:19]([C:20]([OH:22])=[O:21])[O:11]1. (5) Given the reactants [F:1][C:2]1[C:3]2[N:4]([C:18](I)=[CH:19][N:20]=2)[CH:5]=[C:6]([C:8]2[CH:13]=[CH:12][C:11]([C:14]([F:17])([F:16])[F:15])=[CH:10][CH:9]=2)[CH:7]=1.[C:22]([C:24]1[CH:25]=[CH:26][C:27]([NH2:30])=[N:28][CH:29]=1)#[CH:23], predict the reaction product. The product is: [F:1][C:2]1[C:3]2[N:4]([C:18]([C:23]#[C:22][C:24]3[CH:25]=[CH:26][C:27]([NH2:30])=[N:28][CH:29]=3)=[CH:19][N:20]=2)[CH:5]=[C:6]([C:8]2[CH:13]=[CH:12][C:11]([C:14]([F:17])([F:16])[F:15])=[CH:10][CH:9]=2)[CH:7]=1. (6) Given the reactants [CH3:1][O:2][C:3]1[CH:8]=[CH:7][C:6]([C:9]2[CH:14]=[CH:13][CH:12]=[C:11]([CH2:15][C:16]([O:18][CH3:19])=[O:17])[CH:10]=2)=[CH:5][C:4]=1OS(C(F)(F)F)(=O)=O.[CH:28]([O:30]CCCC)=[CH2:29].C1(C(C2C=CC=CC=2)(P)CC)C=CC=CC=1.C(N(CC)CC)C, predict the reaction product. The product is: [C:28]([C:4]1[CH:5]=[C:6]([C:9]2[CH:14]=[CH:13][CH:12]=[C:11]([CH2:15][C:16]([O:18][CH3:19])=[O:17])[CH:10]=2)[CH:7]=[CH:8][C:3]=1[O:2][CH3:1])(=[O:30])[CH3:29].